From a dataset of Reaction yield outcomes from USPTO patents with 853,638 reactions. Predict the reaction yield, written as a fraction of the theoretical maximum amount of product (1.0 means a 100% yield; for example, 0.34 means a 34% yield). (1) The reactants are C([O:8][C:9]1[N:10]=[N:11][C:12]([C:23]#[C:24][C:25]2[CH:26]=[N:27][CH:28]=[C:29]([C:31]([F:34])([F:33])[F:32])[CH:30]=2)=[CH:13][C:14]=1[O:15]CC1C=CC=CC=1)C1C=CC=CC=1. The catalyst is CO.[Pd]. The product is [OH:15][C:14]1[C:9](=[O:8])[NH:10][N:11]=[C:12]([CH2:23][CH2:24][C:25]2[CH:26]=[N:27][CH:28]=[C:29]([C:31]([F:32])([F:33])[F:34])[CH:30]=2)[CH:13]=1. The yield is 0.820. (2) The reactants are Br[CH2:2][C:3]1[CH:27]=[CH:26][C:6]([C:7]([NH:9][C:10]2[S:11][C:12]([N:20]3[CH2:25][CH2:24][O:23][CH2:22][CH2:21]3)=[C:13]([C:15]3[O:16][CH:17]=[CH:18][CH:19]=3)[N:14]=2)=[O:8])=[CH:5][CH:4]=1.[NH:28]1[CH:32]=[CH:31][N:30]=[CH:29]1.O. The catalyst is CN(C=O)C. The product is [O:16]1[CH:17]=[CH:18][CH:19]=[C:15]1[C:13]1[N:14]=[C:10]([NH:9][C:7](=[O:8])[C:6]2[CH:26]=[CH:27][C:3]([CH2:2][N:28]3[CH:32]=[CH:31][N:30]=[CH:29]3)=[CH:4][CH:5]=2)[S:11][C:12]=1[N:20]1[CH2:25][CH2:24][O:23][CH2:22][CH2:21]1. The yield is 0.800. (3) The reactants are [CH3:1][N:2]1[CH:6]=[C:5]([C:7]2[CH:8]=[C:9]3[C:13](=[CH:14][CH:15]=2)[N:12]=[CH:11][C:10]23[CH2:18][CH2:17][CH2:16]2)[CH:4]=[N:3]1.[BH3-]C#N.[Na+]. The catalyst is CC(O)=O. The product is [CH3:1][N:2]1[CH:6]=[C:5]([C:7]2[CH:8]=[C:9]3[C:13](=[CH:14][CH:15]=2)[NH:12][CH2:11][C:10]23[CH2:16][CH2:17][CH2:18]2)[CH:4]=[N:3]1. The yield is 0.400. (4) The reactants are [C:1]([C:3]1[CH:4]=[C:5]([C:9]2[CH:10]=[CH:11][C:12]3[O:16][C:15]([C:17]4[CH:22]=[CH:21][C:20]([F:23])=[CH:19][CH:18]=4)=[C:14]([C:24]([NH:26][CH3:27])=[O:25])[C:13]=3[CH:28]=2)[CH:6]=[CH:7][CH:8]=1)#[N:2].N[C@@H:30]([CH:33]([CH3:35])[CH3:34])[CH2:31][OH:32]. The catalyst is C1(Cl)C=CC=CC=1.[Cl-].[Zn+2].[Cl-]. The product is [F:23][C:20]1[CH:21]=[CH:22][C:17]([C:15]2[O:16][C:12]3[CH:11]=[CH:10][C:9]([C:5]4[CH:6]=[CH:7][CH:8]=[C:3]([C:1]5[O:32][CH2:31][C@H:30]([CH:33]([CH3:35])[CH3:34])[N:2]=5)[CH:4]=4)=[CH:28][C:13]=3[C:14]=2[C:24]([NH:26][CH3:27])=[O:25])=[CH:18][CH:19]=1. The yield is 0.170. (5) The reactants are Cl[C:2]1[CH:7]=[CH:6][N:5]=[C:4]2[CH:8]=[C:9]([C:11]([NH:13][N:14]([CH3:16])[CH3:15])=[O:12])[S:10][C:3]=12.[F:17][C:18]1[CH:23]=[C:22]([N+:24]([O-:26])=[O:25])[CH:21]=[CH:20][C:19]=1[OH:27].C([O-])([O-])=O.[K+].[K+].O(C1C=CC=CC=1)C1C=CC=CC=1. The catalyst is C(Cl)Cl. The product is [F:17][C:18]1[CH:23]=[C:22]([N+:24]([O-:26])=[O:25])[CH:21]=[CH:20][C:19]=1[O:27][C:2]1[CH:7]=[CH:6][N:5]=[C:4]2[CH:8]=[C:9]([C:11]([NH:13][N:14]([CH3:16])[CH3:15])=[O:12])[S:10][C:3]=12. The yield is 0.660. (6) The reactants are [O:1]=[C:2]1[NH:11][C:10]2[N:9]=[C:8]([O:12][CH2:13][CH2:14][CH2:15][CH:16]=O)[CH:7]=[CH:6][C:5]=2[CH:4]=[CH:3]1.Cl.Cl.[O:20]1[C:29]2[C:24](=[CH:25][CH:26]=[CH:27][C:28]=2[N:30]2[CH2:35][CH2:34][NH:33][CH2:32][CH2:31]2)[CH2:23][CH2:22][CH2:21]1.CCN(CC)CC.[BH-](OC(C)=O)(OC(C)=O)OC(C)=O.[Na+]. The catalyst is ClCCCl.CN(C=O)C. The product is [O:20]1[C:29]2[C:24](=[CH:25][CH:26]=[CH:27][C:28]=2[N:30]2[CH2:35][CH2:34][N:33]([CH2:16][CH2:15][CH2:14][CH2:13][O:12][C:8]3[N:9]=[C:10]4[C:5]([CH:4]=[CH:3][C:2](=[O:1])[NH:11]4)=[CH:6][CH:7]=3)[CH2:32][CH2:31]2)[CH2:23][CH2:22][CH2:21]1. The yield is 0.650. (7) The reactants are ClC1C(CO)=CC=CN=1.[Br:10][CH2:11][C:12]1[C:13]([Cl:20])=[N:14][C:15](Cl)=[C:16](F)[CH:17]=1. No catalyst specified. The product is [Br:10][CH2:11][C:12]1[C:13]([Cl:20])=[N:14][CH:15]=[CH:16][CH:17]=1. The yield is 0.780.